This data is from Reaction yield outcomes from USPTO patents with 853,638 reactions. The task is: Predict the reaction yield, written as a fraction of the theoretical maximum amount of product (1.0 means a 100% yield; for example, 0.34 means a 34% yield). (1) The reactants are [CH3:1][N:2]1[C:7](=[O:8])[C:6]([NH:9][C:10]2[CH:14]=[C:13]([CH3:15])[NH:12][N:11]=2)=[CH:5][C:4]([C:16]2[C:21]([CH:22]=[O:23])=[C:20]([N:24]3[CH2:36][CH2:35][N:27]4[C:28]5[CH2:29][CH2:30][CH2:31][CH2:32][C:33]=5[CH:34]=[C:26]4[C:25]3=[O:37])[N:19]=[CH:18][CH:17]=2)=[CH:3]1.O.[Li+].[OH-]. The catalyst is C1COCC1. The product is [OH:23][CH2:22][C:21]1[C:20]([N:24]2[CH2:36][CH2:35][N:27]3[C:28]4[CH2:29][CH2:30][CH2:31][CH2:32][C:33]=4[CH:34]=[C:26]3[C:25]2=[O:37])=[N:19][CH:18]=[CH:17][C:16]=1[C:4]1[CH:5]=[C:6]([NH:9][C:10]2[CH:14]=[C:13]([CH3:15])[NH:12][N:11]=2)[C:7](=[O:8])[N:2]([CH3:1])[CH:3]=1. The yield is 0.300. (2) The reactants are Cl.[NH2:2][OH:3].C([O-])(O)=O.[Na+].[CH:9]1[C:18]2[C:13](=[CH:14][CH:15]=[CH:16][CH:17]=2)[CH:12]=[CH:11][C:10]=1[NH:19][S:20]([C:23]1[CH:24]=[C:25]([CH:29]=[CH:30][C:31](Cl)=[O:32])[CH:26]=[CH:27][CH:28]=1)(=[O:22])=[O:21]. The catalyst is O1CCCC1. The product is [OH:3][NH:2][C:31](=[O:32])[CH:30]=[CH:29][C:25]1[CH:26]=[CH:27][CH:28]=[C:23]([S:20](=[O:22])(=[O:21])[NH:19][C:10]2[CH:11]=[CH:12][C:13]3[C:18](=[CH:17][CH:16]=[CH:15][CH:14]=3)[CH:9]=2)[CH:24]=1. The yield is 0.680. (3) The reactants are [Cl-].[Li+].O.[CH:4]([O-:6])=[O:5].[Li+].[Cl:8][C:9]1[CH:14]=[N:13][C:12]2[N:15]([S:19]([C:22]3[CH:28]=[CH:27][C:25]([CH3:26])=[CH:24][CH:23]=3)(=[O:21])=[O:20])[CH:16]=[C:17](I)[C:11]=2[C:10]=1[CH:29]=[O:30].C(OC(=O)C)(=O)C.CCN(C(C)C)C(C)C. The catalyst is CO.C(Cl)Cl.C([O-])(=O)C.[Pd+2].C([O-])(=O)C.CN(C=O)C. The product is [Cl:8][C:9]1[C:10]([CH:29]=[O:30])=[C:11]2[C:17]([C:4]([OH:6])=[O:5])=[CH:16][N:15]([S:19]([C:22]3[CH:28]=[CH:27][C:25]([CH3:26])=[CH:24][CH:23]=3)(=[O:21])=[O:20])[C:12]2=[N:13][CH:14]=1. The yield is 0.750. (4) The reactants are [Br:1][C:2]1[CH:19]=[CH:18][C:5]([C:6]([C:8](=[CH:14]N(C)C)[C:9]([O:11][CH2:12][CH3:13])=[O:10])=O)=[C:4]([Cl:20])[CH:3]=1.[N+]([O-])(O)=O.[N+]([O-])(O)=O.[CH3:29][O:30][C:31]1[CH:32]=[C:33]([NH:43][C:44]([NH2:46])=[NH:45])[CH:34]=[CH:35][C:36]=1[N:37]1[CH:41]=[C:40]([CH3:42])[N:39]=[CH:38]1. No catalyst specified. The product is [Br:1][C:2]1[CH:19]=[CH:18][C:5]([C:6]2[C:8]([C:9]([O:11][CH2:12][CH3:13])=[O:10])=[CH:14][N:46]=[C:44]([NH:43][C:33]3[CH:34]=[CH:35][C:36]([N:37]4[CH:41]=[C:40]([CH3:42])[N:39]=[CH:38]4)=[C:31]([O:30][CH3:29])[CH:32]=3)[N:45]=2)=[C:4]([Cl:20])[CH:3]=1. The yield is 0.280. (5) The reactants are Br[Mg][C:3]1[CH:8]=[CH:7][C:6]([Cl:9])=[CH:5][CH:4]=1.[C:10]([C:12](=[C:18]1[CH2:27][CH2:26][C:21]2([O:25][CH2:24][CH2:23][O:22]2)[CH2:20][CH2:19]1)[C:13]([O:15][CH2:16][CH3:17])=[O:14])#[N:11]. The catalyst is C1COCC1.[Cu]I. The product is [Cl:9][C:6]1[CH:7]=[CH:8][C:3]([C:18]2([CH:12]([C:10]#[N:11])[C:13]([O:15][CH2:16][CH3:17])=[O:14])[CH2:19][CH2:20][C:21]3([O:22][CH2:23][CH2:24][O:25]3)[CH2:26][CH2:27]2)=[CH:4][CH:5]=1. The yield is 0.700. (6) The reactants are [NH2:1][C:2]1[S:3][C:4]2[C:10]([C:11]#[N:12])=[C:9]([O:13][C:14]3[CH:15]=[C:16]([NH:20][C:21](=[O:33])[C:22]4[CH:27]=[CH:26][CH:25]=[C:24]([C:28]([C:31]#[N:32])([CH3:30])[CH3:29])[CH:23]=4)[CH:17]=[CH:18][CH:19]=3)[CH:8]=[CH:7][C:5]=2[N:6]=1.Cl[CH2:35][C:36](Cl)=[O:37].C(=O)([O-])O.[Na+].C(N(CC)CC)C.[CH3:51][N:52]1[CH2:57][CH2:56][NH:55][CH2:54][CH2:53]1. The catalyst is CN(C)C(=O)C.C(OCC)(=O)C. The product is [C:31]([C:28]([C:24]1[CH:23]=[C:22]([CH:27]=[CH:26][CH:25]=1)[C:21]([NH:20][C:16]1[CH:17]=[CH:18][CH:19]=[C:14]([O:13][C:9]2[CH:8]=[CH:7][C:5]3[N:6]=[C:2]([NH:1][C:36](=[O:37])[CH2:35][N:55]4[CH2:56][CH2:57][N:52]([CH3:51])[CH2:53][CH2:54]4)[S:3][C:4]=3[C:10]=2[C:11]#[N:12])[CH:15]=1)=[O:33])([CH3:30])[CH3:29])#[N:32]. The yield is 0.640. (7) The reactants are [Li+].C[Si]([N-][Si](C)(C)C)(C)C.[CH3:11][N:12]([C:25](=[O:28])[CH2:26][CH3:27])[N:13]=[C:14]([C:20]([O:22]CC)=O)[C:15]([O:17]CC)=[O:16].O. The catalyst is C1COCC1. The product is [OH:22][C:20]1[C:14]([C:15]([OH:17])=[O:16])=[N:13][N:12]([CH3:11])[C:25](=[O:28])[C:26]=1[CH3:27]. The yield is 0.470. (8) The reactants are [C:1]([O:5][C:6](=[O:24])[N:7]([C@H:9]([C:14]([N:16]1[CH2:21][CH2:20][C:19](O)(O)[CH2:18][CH2:17]1)=[O:15])[CH2:10][CH:11]([CH3:13])[CH3:12])[CH3:8])([CH3:4])([CH3:3])[CH3:2].Cl.FC(F)(F)[C:28]1[CH:29]=[C:30]([CH:34]=[CH:35][CH:36]=1)[CH2:31][O:32][NH2:33].C([O-])(=O)C.[Na+]. The catalyst is C(O)C. The product is [C:1]([O:5][C:6](=[O:24])[N:7]([C@H:9]([C:14]([N:16]1[CH2:21][CH2:20][C:19](=[N:33][O:32][CH2:31][C:30]2[CH:34]=[CH:35][CH:36]=[CH:28][CH:29]=2)[CH2:18][CH2:17]1)=[O:15])[CH2:10][CH:11]([CH3:13])[CH3:12])[CH3:8])([CH3:4])([CH3:3])[CH3:2]. The yield is 0.980. (9) The reactants are [F:1][C:2]([F:11])([F:10])[CH:3]([CH2:8][CH3:9])[CH2:4][C:5]([OH:7])=[O:6].[CH3:12][Si](C=[N+]=[N-])(C)C. The catalyst is ClCCl.CO. The product is [CH3:12][O:6][C:5](=[O:7])[CH2:4][CH:3]([C:2]([F:10])([F:11])[F:1])[CH2:8][CH3:9]. The yield is 0.754. (10) The reactants are [C:1]([C:3]1[CH:4]=[C:5]([C:9]2[CH:10]=[CH:11][C:12]3[O:16][C:15]([C:17]4[CH:22]=[CH:21][C:20]([F:23])=[CH:19][CH:18]=4)=[C:14]([C:24]([NH:26][CH3:27])=[O:25])[C:13]=3[CH:28]=2)[CH:6]=[CH:7][CH:8]=1)#[N:2].N[C:30]([CH3:34])([CH3:33])[CH2:31][OH:32]. The catalyst is C1(Cl)C=CC=CC=1.[Cl-].[Zn+2].[Cl-]. The product is [CH3:33][C:30]1([CH3:34])[CH2:31][O:32][C:1]([C:3]2[CH:4]=[C:5]([C:9]3[CH:10]=[CH:11][C:12]4[O:16][C:15]([C:17]5[CH:22]=[CH:21][C:20]([F:23])=[CH:19][CH:18]=5)=[C:14]([C:24]([NH:26][CH3:27])=[O:25])[C:13]=4[CH:28]=3)[CH:6]=[CH:7][CH:8]=2)=[N:2]1. The yield is 0.140.